From a dataset of Full USPTO retrosynthesis dataset with 1.9M reactions from patents (1976-2016). Predict the reactants needed to synthesize the given product. (1) Given the product [NH2:25][C:2]1[C:3]2[CH:10]=[CH:9][N:8]([C@@H:11]3[O:16][C@H:15]([CH2:17][OH:18])[C@@H:13]([OH:14])[C@@:12]3([C:20]#[CH:21])[F:19])[C:4]=2[N:5]=[CH:6][N:7]=1, predict the reactants needed to synthesize it. The reactants are: Cl[C:2]1[C:3]2[CH:10]=[CH:9][N:8]([C@@H:11]3[O:16][C@H:15]([CH2:17][OH:18])[C@@H:13]([OH:14])[C@@:12]3([C:20]#[CH:21])[F:19])[C:4]=2[N:5]=[CH:6][N:7]=1.ClC1N=CN=C2C=1[N:25]=CN2[C@@H]1O[C@H](CO)[C@@H](O)[C@@]1(C#C)F. (2) Given the product [F:44][C:2]([F:1])([F:43])[C:3]1[CH:4]=[C:5]([CH:13]([N:15]([CH3:42])[C:16]([N:18]2[CH2:25][CH:24]3[CH2:26][CH:20]([CH2:21][NH:22][CH2:23]3)[CH:19]2[C:34]2[CH:39]=[CH:38][C:37]([F:40])=[CH:36][C:35]=2[CH3:41])=[O:17])[CH3:14])[CH:6]=[C:7]([C:9]([F:12])([F:10])[F:11])[CH:8]=1, predict the reactants needed to synthesize it. The reactants are: [F:1][C:2]([F:44])([F:43])[C:3]1[CH:4]=[C:5]([CH:13]([N:15]([CH3:42])[C:16]([N:18]2[CH2:25][CH:24]3[CH2:26][CH:20]([CH2:21][N:22](CC4C=CC=CC=4)[CH2:23]3)[CH:19]2[C:34]2[CH:39]=[CH:38][C:37]([F:40])=[CH:36][C:35]=2[CH3:41])=[O:17])[CH3:14])[CH:6]=[C:7]([C:9]([F:12])([F:11])[F:10])[CH:8]=1.C([O-])=O.[NH4+]. (3) Given the product [CH3:25][C:5]1[CH:4]=[CH:3][C:2]([C:33]#[N:34])=[CH:7][C:6]=1[CH:8]1[S:14][CH2:13][CH2:12][NH:11][C:10]2[N:15]([CH3:24])[N:16]=[C:17]([C:18]3[CH:23]=[CH:22][CH:21]=[CH:20][N:19]=3)[C:9]1=2, predict the reactants needed to synthesize it. The reactants are: Br[C:2]1[CH:3]=[CH:4][C:5]([CH3:25])=[C:6]([CH:8]2[S:14][CH2:13][CH2:12][NH:11][C:10]3[N:15]([CH3:24])[N:16]=[C:17]([C:18]4[CH:23]=[CH:22][CH:21]=[CH:20][N:19]=4)[C:9]2=3)[CH:7]=1.C(OCC)(=O)C.O.[CH3:33][N:34](C=O)C. (4) Given the product [C:37]([O:36][C:34]([N:28]1[CH2:33][CH2:32][N:31]([CH2:12][C:9]2[C:10](=[O:11])[N:5]([CH2:1][CH:2]([CH3:3])[CH3:4])[N:6]=[C:7]([C:18]3[CH:19]=[CH:20][C:21]([S:24]([CH3:27])(=[O:26])=[O:25])=[CH:22][CH:23]=3)[CH:8]=2)[CH2:30][CH2:29]1)=[O:35])([CH3:40])([CH3:39])[CH3:38], predict the reactants needed to synthesize it. The reactants are: [CH2:1]([N:5]1[C:10](=[O:11])[C:9]([CH2:12]OS(C)(=O)=O)=[CH:8][C:7]([C:18]2[CH:23]=[CH:22][C:21]([S:24]([CH3:27])(=[O:26])=[O:25])=[CH:20][CH:19]=2)=[N:6]1)[CH:2]([CH3:4])[CH3:3].[N:28]1([C:34]([O:36][C:37]([CH3:40])([CH3:39])[CH3:38])=[O:35])[CH2:33][CH2:32][NH:31][CH2:30][CH2:29]1. (5) Given the product [CH3:55][O:56][CH2:57][CH2:58][C:59]1[N:5]=[C:6]([NH:9][C:10](=[O:30])[C@@H:11]([N:16]2[CH2:20][C:19]([O:21][C:22]3[CH:27]=[CH:26][CH:25]=[CH:24][C:23]=3[Cl:28])=[CH:18][C:17]2=[O:29])[CH2:12][CH:13]([CH3:15])[CH3:14])[S:61][N:60]=1, predict the reactants needed to synthesize it. The reactants are: OC(C)(C)CN1C=C[C:6]([NH:9][C:10](=[O:30])[C@@H:11]([N:16]2[CH2:20][C:19]([O:21][C:22]3[CH:27]=[CH:26][CH:25]=[CH:24][C:23]=3[Cl:28])=[CH:18][C:17]2=[O:29])[CH2:12][CH:13]([CH3:15])[CH3:14])=[N:5]1.Cl.CN(C)CCCN=C=NCC.ON1C2C=CC=CC=2N=N1.[CH3:55][O:56][CH2:57][CH2:58][C:59]1N=C(N)[S:61][N:60]=1. (6) Given the product [CH3:19][O:18][C:14]1[CH:13]=[C:12]([C@H:20]2[C@H:29]3[C:30]([O:32][CH2:33][C@@H:28]3[C@@H:27]([O:34][C:1]([CH2:2][CH2:3][C:4]([OH:6])=[O:5])=[O:7])[C:26]3[CH:25]=[C:24]4[O:35][CH2:36][O:37][C:23]4=[CH:22][C:21]2=3)=[O:31])[CH:11]=[C:10]([O:9][CH3:8])[C:15]=1[O:16][CH3:17], predict the reactants needed to synthesize it. The reactants are: [C:1]1(=[O:7])[O:6][C:4](=[O:5])[CH2:3][CH2:2]1.[CH3:8][O:9][C:10]1[CH:11]=[C:12]([C@H:20]2[C@H:29]3[C:30]([O:32][CH2:33][C@@H:28]3[C@@H:27]([OH:34])[C:26]3[CH:25]=[C:24]4[O:35][CH2:36][O:37][C:23]4=[CH:22][C:21]2=3)=[O:31])[CH:13]=[C:14]([O:18][CH3:19])[C:15]=1[O:16][CH3:17]. (7) The reactants are: Cl[CH2:2][C:3]([NH:5][CH2:6][CH2:7][CH2:8][C:9]([NH:11][C:12]1[CH:13]=[C:14]2[C:19](=[CH:20][CH:21]=1)[N:18]=[CH:17][N:16]=[C:15]2[NH:22][C:23]1[CH:28]=[CH:27][C:26]([O:29][C:30]2[CH:31]=[N:32][C:33]([CH3:36])=[CH:34][CH:35]=2)=[C:25]([CH3:37])[CH:24]=1)=[O:10])=[O:4].[NH:38]1[CH2:43][CH2:42][O:41][CH2:40][CH2:39]1.C(=O)([O-])[O-].[K+].[K+]. Given the product [CH3:37][C:25]1[CH:24]=[C:23]([NH:22][C:15]2[C:14]3[C:19](=[CH:20][CH:21]=[C:12]([NH:11][C:9](=[O:10])[CH2:8][CH2:7][CH2:6][NH:5][C:3](=[O:4])[CH2:2][N:38]4[CH2:43][CH2:42][O:41][CH2:40][CH2:39]4)[CH:13]=3)[N:18]=[CH:17][N:16]=2)[CH:28]=[CH:27][C:26]=1[O:29][C:30]1[CH:31]=[N:32][C:33]([CH3:36])=[CH:34][CH:35]=1, predict the reactants needed to synthesize it.